The task is: Predict the product of the given reaction.. This data is from Forward reaction prediction with 1.9M reactions from USPTO patents (1976-2016). (1) The product is: [Cl:2][C:3]1[CH:4]=[C:5]([NH:18][C:19]2[C:24](/[CH:36]=[CH:35]/[C:40]3[CH:29]=[N:30][CH:31]=[CH:32][CH:27]=3)=[CH:23][N:22]=[CH:21][N:20]=2)[CH:6]=[CH:7][C:8]=1[O:9][CH2:10][C:11]1[CH:16]=[CH:15][CH:14]=[C:13]([F:17])[CH:12]=1. Given the reactants Cl.[Cl:2][C:3]1[CH:4]=[C:5]([NH:18][C:19]2[C:24](I)=[CH:23][N:22]=[CH:21][N:20]=2)[CH:6]=[CH:7][C:8]=1[O:9][CH2:10][C:11]1[CH:16]=[CH:15][CH:14]=[C:13]([F:17])[CH:12]=1.I[C:27]1[CH:32]=[CH:31][N:30]=[C:29](Cl)N=1.N[C:35]1[CH:40]=CC=C[CH:36]=1, predict the reaction product. (2) Given the reactants Cl[C:2]1[N:7]=[C:6]([NH:8][C:9]2[CH:14]=[CH:13][CH:12]=[CH:11][CH:10]=2)[C:5]([Cl:15])=[CH:4][N:3]=1.[CH3:16][P:17]([C:20]1[CH:26]=[CH:25][C:23]([NH2:24])=[C:22]([O:27][CH3:28])[CH:21]=1)([CH3:19])=[O:18].Cl, predict the reaction product. The product is: [Cl:15][C:5]1[C:6]([NH:8][C:9]2[CH:14]=[CH:13][CH:12]=[CH:11][CH:10]=2)=[N:7][C:2]([NH:24][C:23]2[CH:25]=[CH:26][C:20]([P:17]([CH3:16])([CH3:19])=[O:18])=[CH:21][C:22]=2[O:27][CH3:28])=[N:3][CH:4]=1.